The task is: Predict the reaction yield, written as a fraction of the theoretical maximum amount of product (1.0 means a 100% yield; for example, 0.34 means a 34% yield).. This data is from Reaction yield outcomes from USPTO patents with 853,638 reactions. The reactants are [CH3:1][C:2]([CH3:21])([CH3:20])[C:3]([NH:5][C:6]1[N:11]=[CH:10][C:9]([NH:12][C:13](=[O:18])[C:14]([CH3:17])([CH3:16])[CH3:15])=[C:8]([CH3:19])[CH:7]=1)=[O:4].[Li]C(C)(C)C.[Cl:27][C:28]1[C:29]([O:41][CH3:42])=[C:30]([CH:37]=[C:38]([Cl:40])[CH:39]=1)[C:31](N(OC)C)=[O:32].C(O)(=O)CC(CC(O)=O)(C(O)=O)O. The catalyst is C1COCC1. The product is [Cl:27][C:28]1[C:29]([O:41][CH3:42])=[C:30]([C:31](=[O:32])[CH2:19][C:8]2[CH:7]=[C:6]([NH:5][C:3](=[O:4])[C:2]([CH3:21])([CH3:20])[CH3:1])[N:11]=[CH:10][C:9]=2[NH:12][C:13](=[O:18])[C:14]([CH3:15])([CH3:17])[CH3:16])[CH:37]=[C:38]([Cl:40])[CH:39]=1. The yield is 0.510.